Dataset: Catalyst prediction with 721,799 reactions and 888 catalyst types from USPTO. Task: Predict which catalyst facilitates the given reaction. (1) Reactant: [OH:1][CH2:2][C@@H:3]1[CH2:7][CH2:6][CH2:5][NH:4]1.[H-].[Na+].[O:10]1[C:14]2[CH:15]=[CH:16][CH:17]=[CH:18][C:13]=2[CH:12]=[C:11]1[C:19]1[N:23]2[N:24]=[C:25](Cl)[CH:26]=[CH:27][C:22]2=[N:21][CH:20]=1. Product: [O:10]1[C:14]2[CH:15]=[CH:16][CH:17]=[CH:18][C:13]=2[CH:12]=[C:11]1[C:19]1[N:23]2[N:24]=[C:25]([O:1][CH2:2][C@@H:3]3[CH2:7][CH2:6][CH2:5][NH:4]3)[CH:26]=[CH:27][C:22]2=[N:21][CH:20]=1. The catalyst class is: 7. (2) Reactant: [CH2:1]([O:8][C:9]([N:11]1[CH2:16][CH2:15][CH:14]([C:17]2[CH:22]=[CH:21][C:20]([CH2:23][CH:24]=[O:25])=[CH:19][CH:18]=2)[CH2:13][CH2:12]1)=[O:10])[C:2]1[CH:7]=[CH:6][CH:5]=[CH:4][CH:3]=1.P([O-])(O)(O)=[O:27].[Na+].Cl([O-])=O.[Na+]. Product: [CH2:1]([O:8][C:9]([N:11]1[CH2:12][CH2:13][CH:14]([C:17]2[CH:22]=[CH:21][C:20]([CH2:23][C:24]([OH:27])=[O:25])=[CH:19][CH:18]=2)[CH2:15][CH2:16]1)=[O:10])[C:2]1[CH:7]=[CH:6][CH:5]=[CH:4][CH:3]=1. The catalyst class is: 374. (3) Reactant: Br[C:2]1[CH:7]=[CH:6][N:5]([CH2:8][C:9]([O:11][C:12]([CH3:15])([CH3:14])[CH3:13])=[O:10])[C:4](=[O:16])[CH:3]=1.[Br:17][C:18]1[CH:23]=[CH:22][C:21]([Cl:24])=[CH:20][C:19]=1B(O)O. Product: [Br:17][C:18]1[CH:23]=[CH:22][C:21]([Cl:24])=[CH:20][C:19]=1[C:2]1[CH:7]=[CH:6][N:5]([CH2:8][C:9]([O:11][C:12]([CH3:15])([CH3:14])[CH3:13])=[O:10])[C:4](=[O:16])[CH:3]=1. The catalyst class is: 73. (4) Reactant: [NH:1]1[CH2:6][CH2:5][O:4][C@@H:3]([C:7]2[CH:12]=[CH:11][C:10]([NH:13][C:14](=[O:16])[CH3:15])=[CH:9][CH:8]=2)[CH2:2]1.Cl[C:18]1[N:19]([CH3:31])[C:20](=[O:30])[CH:21]=[C:22]([C:24]2[CH:29]=[CH:28][N:27]=[CH:26][CH:25]=2)[N:23]=1.C(N(CC)CC)C. Product: [CH3:31][N:19]1[C:20](=[O:30])[CH:21]=[C:22]([C:24]2[CH:29]=[CH:28][N:27]=[CH:26][CH:25]=2)[N:23]=[C:18]1[N:1]1[CH2:6][CH2:5][O:4][C@@H:3]([C:7]2[CH:8]=[CH:9][C:10]([NH:13][C:14](=[O:16])[CH3:15])=[CH:11][CH:12]=2)[CH2:2]1. The catalyst class is: 7. (5) Reactant: [CH2:1]([O:3][C:4]1[CH:5]=[C:6](/[CH:13]=[CH:14]/[C:15]([O:17]C)=[O:16])[CH:7]=[CH:8][C:9]=1[O:10][CH2:11][CH3:12])[CH3:2].[OH-].[K+].O. Product: [CH2:1]([O:3][C:4]1[CH:5]=[C:6](/[CH:13]=[CH:14]/[C:15]([OH:17])=[O:16])[CH:7]=[CH:8][C:9]=1[O:10][CH2:11][CH3:12])[CH3:2]. The catalyst class is: 5. (6) Reactant: [CH:1]([NH:4][C:5]1[S:6][C:7]2[CH:12]=[C:11]([CH:13]=O)[N:10]=[CH:9][C:8]=2[N:15]=1)([CH3:3])[CH3:2].[NH4+].[OH-].[F:18][C:19]1[CH:24]=[CH:23][CH:22]=[CH:21][C:20]=1[CH:25]([N+:36]#[C-:37])S(C1C=CC(C)=CC=1)(=O)=O.[NH:38]1CCNCC1. Product: [F:18][C:19]1[CH:24]=[CH:23][CH:22]=[CH:21][C:20]=1[C:25]1[N:36]=[CH:37][NH:38][C:13]=1[C:11]1[N:10]=[CH:9][C:8]2[N:15]=[C:5]([NH:4][CH:1]([CH3:3])[CH3:2])[S:6][C:7]=2[CH:12]=1. The catalyst class is: 49. (7) Reactant: [F:1][C:2]1[CH:7]=[CH:6][CH:5]=[C:4]([F:8])[C:3]=1[C:9]1[NH:17][C:16]2[CH:15]=[CH:14][N:13]=[CH:12][C:11]=2[CH:10]=1.C1C(=O)N([Br:25])C(=O)C1. Product: [Br:25][C:10]1[C:11]2[CH:12]=[N:13][CH:14]=[CH:15][C:16]=2[NH:17][C:9]=1[C:3]1[C:4]([F:8])=[CH:5][CH:6]=[CH:7][C:2]=1[F:1]. The catalyst class is: 2. (8) Reactant: [Cl:1][C:2]1[CH:3]=[C:4]([NH:9][CH2:10][C:11]([N:13]2[CH2:18][CH2:17][CH2:16][C@@H:15]([N:19]([C:26]3[C:27]4[CH:34]=[CH:33][N:32](S(C5C=CC(C)=CC=5)(=O)=O)[C:28]=4[N:29]=[CH:30][N:31]=3)[CH2:20][C:21]([N:23]([CH3:25])[CH3:24])=[O:22])[CH2:14]2)=[O:12])[CH:5]=[C:6]([Cl:8])[CH:7]=1.C([O-])([O-])=O.[K+].[K+]. Product: [Cl:8][C:6]1[CH:5]=[C:4]([NH:9][CH2:10][C:11]([N:13]2[CH2:18][CH2:17][CH2:16][C@@H:15]([N:19]([C:26]3[C:27]4[CH:34]=[CH:33][NH:32][C:28]=4[N:29]=[CH:30][N:31]=3)[CH2:20][C:21]([N:23]([CH3:24])[CH3:25])=[O:22])[CH2:14]2)=[O:12])[CH:3]=[C:2]([Cl:1])[CH:7]=1. The catalyst class is: 5. (9) Reactant: [NH2:1][C:2]1[C:11]2[S:10](=[O:13])(=[O:12])[N:9]=[C:8]([C:14]3[C:15](=[O:30])[N:16]([NH:25][CH2:26][CH:27]([CH3:29])[CH3:28])[C:17]4[C:22]([C:23]=3[OH:24])=[CH:21][CH:20]=[CH:19][CH:18]=4)[NH:7][C:6]=2[CH:5]=[CH:4][C:3]=1[OH:31].[CH3:32][S:33](Cl)(=[O:35])=[O:34].C(N(C(C)C)CC)(C)C.O. Product: [CH3:32][S:33]([O:31][C:3]1[CH:4]=[CH:5][C:6]2[NH:7][C:8]([C:14]3[C:15](=[O:30])[N:16]([NH:25][CH2:26][CH:27]([CH3:29])[CH3:28])[C:17]4[C:22]([C:23]=3[OH:24])=[CH:21][CH:20]=[CH:19][CH:18]=4)=[N:9][S:10](=[O:12])(=[O:13])[C:11]=2[C:2]=1[NH2:1])(=[O:35])=[O:34]. The catalyst class is: 7.